From a dataset of Peptide-MHC class II binding affinity with 134,281 pairs from IEDB. Regression. Given a peptide amino acid sequence and an MHC pseudo amino acid sequence, predict their binding affinity value. This is MHC class II binding data. (1) The peptide sequence is TTPFGQQRVFKEKVD. The MHC is HLA-DQA10102-DQB10501 with pseudo-sequence HLA-DQA10102-DQB10501. The binding affinity (normalized) is 0. (2) The peptide sequence is DGGRRKKGGWFGKHRGQGGSNP. The MHC is DRB4_0101 with pseudo-sequence DRB4_0103. The binding affinity (normalized) is 0. (3) The binding affinity (normalized) is 0. The peptide sequence is GNTPIFKSGRGCGSC. The MHC is HLA-DQA10401-DQB10402 with pseudo-sequence HLA-DQA10401-DQB10402. (4) The peptide sequence is GELHIVDKIDAAFKI. The MHC is DRB3_0101 with pseudo-sequence DRB3_0101. The binding affinity (normalized) is 0.743. (5) The peptide sequence is IFYDVFFAVANGNEL. The MHC is HLA-DPA10201-DPB11401 with pseudo-sequence HLA-DPA10201-DPB11401. The binding affinity (normalized) is 0.253.